Dataset: Reaction yield outcomes from USPTO patents with 853,638 reactions. Task: Predict the reaction yield, written as a fraction of the theoretical maximum amount of product (1.0 means a 100% yield; for example, 0.34 means a 34% yield). (1) The reactants are I[C:2]1[N:6]2[CH:7]=[CH:8][CH:9]=[CH:10][C:5]2=[N:4][C:3]=1[CH2:11][C@@H:12]1[CH2:17][CH2:16][CH2:15][CH2:14][N:13]1[C:18]([O:20][C:21]([CH3:24])([CH3:23])[CH3:22])=[O:19].[CH3:25]B(O)O.[OH-].[Na+]. The catalyst is COCCOC.O.C1(P(C2C=CC=CC=2)C2C=CC=CC=2)C=CC=CC=1.C1(P(C2C=CC=CC=2)C2C=CC=CC=2)C=CC=CC=1.C1(P(C2C=CC=CC=2)C2C=CC=CC=2)C=CC=CC=1.C1(P(C2C=CC=CC=2)C2C=CC=CC=2)C=CC=CC=1.[Pd]. The product is [CH3:25][C:2]1[N:6]2[CH:7]=[CH:8][CH:9]=[CH:10][C:5]2=[N:4][C:3]=1[CH2:11][C@@H:12]1[CH2:17][CH2:16][CH2:15][CH2:14][N:13]1[C:18]([O:20][C:21]([CH3:24])([CH3:23])[CH3:22])=[O:19]. The yield is 0.536. (2) The product is [Br:1][C:2]1[CH:3]=[C:4]([F:11])[C:5]([CH2:9][Br:12])=[C:6]([F:8])[CH:7]=1. The yield is 0.980. The catalyst is C(O)(=O)C. The reactants are [Br:1][C:2]1[CH:3]=[C:4]([F:11])[C:5]([CH2:9]O)=[C:6]([F:8])[CH:7]=1.[BrH:12].O. (3) The reactants are C([BH3-])#N.[Na+].[F:5][C:6]1[CH:7]=[C:8]([C:13]([N:15]2[CH2:28][C:27]([CH3:30])([CH3:29])[C:26]3[C:25]4[CH:24]=[CH:23][CH:22]=[CH:21][C:20]=4[NH:19][C:18]=3[C:17]([C:31]([O:33][CH2:34][CH3:35])=[O:32])=[CH:16]2)=[O:14])[CH:9]=[CH:10][C:11]=1[F:12]. The catalyst is C(O)(=O)C. The product is [F:5][C:6]1[CH:7]=[C:8]([C:13]([N:15]2[CH2:28][C:27]([CH3:30])([CH3:29])[C:26]3[C:25]4[CH:24]=[CH:23][CH:22]=[CH:21][C:20]=4[NH:19][C:18]=3[CH:17]([C:31]([O:33][CH2:34][CH3:35])=[O:32])[CH2:16]2)=[O:14])[CH:9]=[CH:10][C:11]=1[F:12]. The yield is 0.990. (4) The reactants are [Cl:1][C:2]1[CH:7]=[C:6]([N+:8]([O-:10])=[O:9])[CH:5]=[CH:4][C:3]=1[S:11][C:12]1[S:13][C:14]2[CH:20]=[CH:19][C:18]([C:21]([OH:23])=[O:22])=[CH:17][C:15]=2[N:16]=1.[CH3:24][Si](C=[N+]=[N-])(C)C. The catalyst is CO.C1COCC1.CCCCCC. The product is [CH3:24][O:22][C:21]([C:18]1[CH:19]=[CH:20][C:14]2[S:13][C:12]([S:11][C:3]3[CH:4]=[CH:5][C:6]([N+:8]([O-:10])=[O:9])=[CH:7][C:2]=3[Cl:1])=[N:16][C:15]=2[CH:17]=1)=[O:23]. The yield is 1.00.